Dataset: Full USPTO retrosynthesis dataset with 1.9M reactions from patents (1976-2016). Task: Predict the reactants needed to synthesize the given product. (1) The reactants are: [F:1][C:2]1[CH:3]=[C:4]([NH2:12])[C:5](=[CH:9][C:10]=1[F:11])[C:6]([OH:8])=O.O.OC1C2N=NNC=2C=CC=1.C(N(C(C)C)CC)(C)C.[F:33][C:34]1[CH:39]=[CH:38][C:37]([CH2:40][CH2:41][NH2:42])=[CH:36][CH:35]=1.CCN=C=NCCCN(C)C.Cl.C(N)(=O)C1C=CC=CC=1. Given the product [NH2:12][C:4]1[CH:3]=[C:2]([F:1])[C:10]([F:11])=[CH:9][C:5]=1[C:6]([NH:42][CH2:41][CH2:40][C:37]1[CH:38]=[CH:39][C:34]([F:33])=[CH:35][CH:36]=1)=[O:8], predict the reactants needed to synthesize it. (2) Given the product [Cl:23][C:13]1[C:12]2[C:17](=[CH:18][C:9]([O:8][CH2:7][CH2:6][O:5][CH2:4][CH2:3][O:2][CH3:1])=[CH:10][CH:11]=2)[N:16]=[CH:15][N:14]=1, predict the reactants needed to synthesize it. The reactants are: [CH3:1][O:2][CH2:3][CH2:4][O:5][CH2:6][CH2:7][O:8][C:9]1[CH:18]=[C:17]2[C:12]([C:13](=O)[NH:14][CH:15]=[N:16]2)=[CH:11][CH:10]=1.C(Cl)(=O)C([Cl:23])=O.CS(C)=O. (3) Given the product [C:18]([O:17][C:15]([N:14]([C:9]1[C:8]([C:6]2[O:5][N:4]=[C:3]([CH2:2][C:40]3[CH:39]=[CH:38][C:37]([CH2:36][O:35][C:30]4[CH:31]=[CH:32][CH:33]=[CH:34][N:29]=4)=[CH:42][CH:41]=3)[CH:7]=2)=[CH:13][CH:12]=[CH:11][N:10]=1)[C:22]([O:24][C:25]([CH3:28])([CH3:26])[CH3:27])=[O:23])=[O:16])([CH3:19])([CH3:21])[CH3:20], predict the reactants needed to synthesize it. The reactants are: Cl[CH2:2][C:3]1[CH:7]=[C:6]([C:8]2[C:9]([N:14]([C:22]([O:24][C:25]([CH3:28])([CH3:27])[CH3:26])=[O:23])[C:15]([O:17][C:18]([CH3:21])([CH3:20])[CH3:19])=[O:16])=[N:10][CH:11]=[CH:12][CH:13]=2)[O:5][N:4]=1.[N:29]1[CH:34]=[CH:33][CH:32]=[CH:31][C:30]=1[O:35][CH2:36][C:37]1[CH:42]=[CH:41][C:40](B(O)O)=[CH:39][CH:38]=1.C(=O)([O-])[O-].[Cs+].[Cs+].[Cl-].[Na+]. (4) Given the product [Cl:28][C:33]1[CH:43]=[CH:44][C:45]2[N:46]([C:11]3[S:15][C:14]([C:16]([N:30]([O:31][CH3:32])[CH3:29])=[O:18])=[C:13]([O:19][CH2:20][C:21]4[CH:26]=[CH:25][CH:24]=[CH:23][C:22]=4[CH3:27])[CH:12]=3)[CH:47]=[N:48][C:49]=2[CH:50]=1, predict the reactants needed to synthesize it. The reactants are: ClC1([C:11]2[S:15][C:14]([C:16]([OH:18])=O)=[C:13]([O:19][CH2:20][C:21]3[CH:26]=[CH:25][CH:24]=[CH:23][C:22]=3[CH3:27])[CH:12]=2)C=CC2=NC=NC2=C1.[ClH:28].[CH3:29][NH:30][O:31][CH3:32].[CH2:33](N(CC)CC)C.Cl.CN(C)[CH2:43][CH2:44][CH2:45][N:46]=[C:47]=[N:48][CH2:49][CH3:50]. (5) Given the product [Br:1][C:2]1[CH:7]=[N:6][C:5]([NH:10][NH2:11])=[CH:4][N:3]=1, predict the reactants needed to synthesize it. The reactants are: [Br:1][C:2]1[CH:7]=[N:6][C:5](Br)=[CH:4][N:3]=1.O.[NH2:10][NH2:11]. (6) Given the product [N+:19]([C:22]1[CH:27]=[C:26]([N+:28]([O-:30])=[O:29])[CH:25]=[CH:24][C:23]=1[NH:11][CH2:10][CH2:9][C:8]1[C:12]2[C:5](=[CH:4][CH:3]=[C:2]([CH3:1])[CH:13]=2)[NH:6][CH:7]=1)([O-:21])=[O:20], predict the reactants needed to synthesize it. The reactants are: [CH3:1][C:2]1[CH:13]=[C:12]2[C:5]([NH:6][CH:7]=[C:8]2[CH2:9][CH2:10][NH2:11])=[CH:4][CH:3]=1.C(=O)(O)[O-].[Na+].[N+:19]([C:22]1[CH:27]=[C:26]([N+:28]([O-:30])=[O:29])[CH:25]=[CH:24][C:23]=1F)([O-:21])=[O:20]. (7) Given the product [I:12][C:8]1[C:3]([C:2]([F:1])([F:10])[F:11])=[CH:4][C:5]([NH2:9])=[N:6][CH:7]=1, predict the reactants needed to synthesize it. The reactants are: [F:1][C:2]([F:11])([F:10])[C:3]1[CH:8]=[CH:7][N:6]=[C:5]([NH2:9])[CH:4]=1.[I:12]I.S(S([O-])=O)([O-])(=O)=O.[Na+].[Na+].ClCCl.